From a dataset of Forward reaction prediction with 1.9M reactions from USPTO patents (1976-2016). Predict the product of the given reaction. Given the reactants [NH2:1][C:2]1[CH:7]=[CH:6][CH:5]=[CH:4][CH:3]=1.[S:8]1[CH:12]=[CH:11][CH:10]=[C:9]1[CH:13]=O.C(O)(=O)C.C(O[BH-](OC(=O)C)OC(=O)C)(=O)C.[Na+], predict the reaction product. The product is: [S:8]1[CH:12]=[CH:11][CH:10]=[C:9]1[CH2:13][NH:1][C:2]1[CH:7]=[CH:6][CH:5]=[CH:4][CH:3]=1.